From a dataset of Reaction yield outcomes from USPTO patents with 853,638 reactions. Predict the reaction yield, written as a fraction of the theoretical maximum amount of product (1.0 means a 100% yield; for example, 0.34 means a 34% yield). (1) The reactants are [CH3:1][S:2][C:3]1[C:4]([C:8]2[CH:9]=[N:10][CH:11]=[CH:12][CH:13]=2)=[N:5][NH:6][CH:7]=1.[CH2:14](SSCCCC)[CH2:15][CH2:16]C.IC1C(C2C=NC=CC=2)=NNC=1. The catalyst is C(OCC)(=O)C.C(OCC)C. The product is [CH2:1]([S:2][C:3]1[C:4]([C:8]2[CH:9]=[N:10][CH:11]=[CH:12][CH:13]=2)=[N:5][NH:6][CH:7]=1)[CH2:14][CH2:15][CH3:16]. The yield is 0.184. (2) The reactants are [H-].[Na+].[Cl:3][C:4]1[CH:9]=[CH:8][C:7]([S:10]([NH:13][C:14]2[CH:19]=[CH:18][C:17]([Cl:20])=[CH:16][C:15]=2[N+:21]([O-:23])=[O:22])(=[O:12])=[O:11])=[CH:6][CH:5]=1.S(OCC)(O[CH2:28][CH3:29])(=O)=O.O. The catalyst is CN(C=O)C. The product is [Cl:3][C:4]1[CH:5]=[CH:6][C:7]([S:10]([N:13]([CH2:28][CH3:29])[C:14]2[CH:19]=[CH:18][C:17]([Cl:20])=[CH:16][C:15]=2[N+:21]([O-:23])=[O:22])(=[O:11])=[O:12])=[CH:8][CH:9]=1. The yield is 0.470. (3) The reactants are [C:1]([C:3]1[C:12]2[C:7](=[CH:8][CH:9]=[CH:10][CH:11]=2)[C:6](F)=[CH:5][CH:4]=1)#[N:2].[CH3:14][O:15][C:16]1[CH:17]=[C:18]2[C:23](=[CH:24][CH:25]=1)[CH2:22][NH:21][CH2:20][CH2:19]2. No catalyst specified. The product is [CH3:14][O:15][C:16]1[CH:17]=[C:18]2[C:23](=[CH:24][CH:25]=1)[CH2:22][N:21]([C:6]1[C:7]3[C:12](=[CH:11][CH:10]=[CH:9][CH:8]=3)[C:3]([C:1]#[N:2])=[CH:4][CH:5]=1)[CH2:20][CH2:19]2. The yield is 0.190. (4) The reactants are [N+:1]([C:4]1[CH:5]=[C:6]2[C:11](=[O:12])[NH:10][C:8](=[O:9])[C:7]2=[CH:13][CH:14]=1)([O-:3])=[O:2].[CH:15]1([CH2:18]Br)[CH2:17][CH2:16]1.C(=O)([O-])[O-].[K+].[K+]. The catalyst is CN(C=O)C. The product is [CH:15]1([CH2:18][N:10]2[C:11](=[O:12])[C:6]3=[CH:5][C:4]([N+:1]([O-:3])=[O:2])=[CH:14][CH:13]=[C:7]3[C:8]2=[O:9])[CH2:17][CH2:16]1. The yield is 0.820. (5) The reactants are [CH3:1][C:2]([OH:13])([CH3:12])[CH2:3][N:4]1[CH:8]=[C:7]([N+:9]([O-:11])=[O:10])[CH:6]=[N:5]1.[CH3:14][Si:15](Cl)([CH3:17])[CH3:16].N1C=CN=C1. The catalyst is CN(C=O)C.C(OCC)(=O)C. The product is [CH3:12][C:2]([O:13][Si:15]([CH3:17])([CH3:16])[CH3:14])([CH3:1])[CH2:3][N:4]1[CH:8]=[C:7]([N+:9]([O-:11])=[O:10])[CH:6]=[N:5]1. The yield is 0.755. (6) The reactants are [Br:1][C:2]1[C:3]([N:16]2[CH2:21][CH2:20][CH2:19][C@@H:18]([NH:22]C(=O)OC(C)(C)C)[CH2:17]2)=[C:4]2[C:10]([NH:11][C:12](=[O:15])[CH2:13][OH:14])=[CH:9][NH:8][C:5]2=[N:6][CH:7]=1.C(O)(C(F)(F)F)=O.C(Cl)[Cl:38]. No catalyst specified. The product is [ClH:38].[NH2:22][C@@H:18]1[CH2:19][CH2:20][CH2:21][N:16]([C:3]2[C:2]([Br:1])=[CH:7][N:6]=[C:5]3[NH:8][CH:9]=[C:10]([NH:11][C:12](=[O:15])[CH2:13][OH:14])[C:4]=23)[CH2:17]1. The yield is 0.220.